From a dataset of NCI-60 drug combinations with 297,098 pairs across 59 cell lines. Regression. Given two drug SMILES strings and cell line genomic features, predict the synergy score measuring deviation from expected non-interaction effect. Drug 1: CC1=CC=C(C=C1)C2=CC(=NN2C3=CC=C(C=C3)S(=O)(=O)N)C(F)(F)F. Drug 2: CN1C(=O)N2C=NC(=C2N=N1)C(=O)N. Cell line: LOX IMVI. Synergy scores: CSS=4.81, Synergy_ZIP=4.12, Synergy_Bliss=1.09, Synergy_Loewe=0.766, Synergy_HSA=1.39.